Dataset: Forward reaction prediction with 1.9M reactions from USPTO patents (1976-2016). Task: Predict the product of the given reaction. (1) Given the reactants C[O-].[Na+].C[C@@H]1O[C@@H](OC[C@H]2O[C@@H]([O:19][C:20]3[C:29](=[O:30])[C:28]4[C:27]([OH:31])=[CH:26][C:25]([OH:32])=[CH:24][C:23]=4[O:22][C:21]=3[C:33]3[CH:34]=[CH:35][C:36]([OH:39])=[CH:37][CH:38]=3)[C@H](O[C@@H]3O[C@H](CO)[C@H](O)[C@H](O)[C@H]3O)[C@@H](O)[C@@H]2O)[C@H](O)[C@H](O)[C@H]1O.C[C@@H]1O[C@@H](OC[C@H]2O[C@@H](OC3C(=O)C4C(O)=CC(O)=CC=4OC=3C3C=CC(O)=CC=3)[C@H](O[C@@H]3OC[C@@H](O)[C@H](O)[C@H]3O)[C@@H](O)[C@@H]2O)[C@H](O)[C@H](O)[C@H]1O, predict the reaction product. The product is: [CH:34]1[C:33]([C:21]2[O:22][C:23]3[CH:24]=[C:25]([OH:32])[CH:26]=[C:27]([OH:31])[C:28]=3[C:29](=[O:30])[C:20]=2[OH:19])=[CH:38][CH:37]=[C:36]([OH:39])[CH:35]=1. (2) Given the reactants [OH-:1].[Na+:2].[F:3][C:4]1[CH:5]=[C:6]([C:10]2[N:11]([CH2:23][CH:24]3[CH2:28][C:27](=[O:29])[O:26][CH2:25]3)[CH:12]=[C:13]3[C:18]=2[C:17](=[O:19])[N:16]([CH3:20])[C:15](=[O:21])[N:14]3[CH3:22])[CH:7]=[CH:8][CH:9]=1, predict the reaction product. The product is: [F:3][C:4]1[CH:5]=[C:6]([C:10]2[N:11]([CH2:23][CH:24]([CH2:25][OH:1])[CH2:28][C:27]([O-:26])=[O:29])[CH:12]=[C:13]3[C:18]=2[C:17](=[O:19])[N:16]([CH3:20])[C:15](=[O:21])[N:14]3[CH3:22])[CH:7]=[CH:8][CH:9]=1.[Na+:2].